This data is from Reaction yield outcomes from USPTO patents with 853,638 reactions. The task is: Predict the reaction yield, written as a fraction of the theoretical maximum amount of product (1.0 means a 100% yield; for example, 0.34 means a 34% yield). (1) The reactants are [CH:1]1[C:10]2[C:5](=[CH:6][CH:7]=[CH:8][CH:9]=2)[CH:4]=[CH:3][C:2]=1[NH:11][C:12]1[CH:20]=[CH:19][CH:18]=[C:14]([C:15]([OH:17])=O)[C:13]=1[C:21]([OH:23])=O.Cl.[NH2:25][CH:26]1[CH2:32][CH2:31][C:30](=[O:33])[NH:29][C:27]1=[O:28]. The catalyst is N1C=CC=CC=1. The product is [O:28]=[C:27]1[CH:26]([N:25]2[C:21](=[O:23])[C:13]3[C:14](=[CH:18][CH:19]=[CH:20][C:12]=3[NH:11][C:2]3[CH:3]=[CH:4][C:5]4[C:10](=[CH:9][CH:8]=[CH:7][CH:6]=4)[CH:1]=3)[C:15]2=[O:17])[CH2:32][CH2:31][C:30](=[O:33])[NH:29]1. The yield is 0.920. (2) The reactants are [C:1]1([S:7]([CH:10]2[CH2:14][CH2:13][NH:12][CH2:11]2)(=[O:9])=[O:8])[CH:6]=[CH:5][CH:4]=[CH:3][CH:2]=1.Cl[C:16]1[N:17]([CH2:38][CH:39]2[CH2:41][CH2:40]2)[C:18]2[C:23]([N:24]=1)=[C:22]([N:25]1[CH2:30][CH2:29][O:28][CH2:27][CH2:26]1)[N:21]=[C:20]([C:31]1[CH:32]=[N:33][C:34]([NH2:37])=[N:35][CH:36]=1)[N:19]=2. The catalyst is CS(C)=O. The product is [CH:39]1([CH2:38][N:17]2[C:16]([N:12]3[CH2:13][CH2:14][CH:10]([S:7]([C:1]4[CH:6]=[CH:5][CH:4]=[CH:3][CH:2]=4)(=[O:9])=[O:8])[CH2:11]3)=[N:24][C:23]3[C:18]2=[N:19][C:20]([C:31]2[CH:36]=[N:35][C:34]([NH2:37])=[N:33][CH:32]=2)=[N:21][C:22]=3[N:25]2[CH2:30][CH2:29][O:28][CH2:27][CH2:26]2)[CH2:40][CH2:41]1. The yield is 0.170. (3) The reactants are [Br:1][C:2]1[CH:3]=[C:4]2[C:12](=[CH:13][CH:14]=1)[NH:11][C:10]1[C:9](=[O:15])[CH2:8][CH2:7][CH2:6][C:5]2=1.[BH4-].[Na+]. The catalyst is CO. The product is [Br:1][C:2]1[CH:3]=[C:4]2[C:12](=[CH:13][CH:14]=1)[NH:11][C:10]1[CH:9]([OH:15])[CH2:8][CH2:7][CH2:6][C:5]2=1. The yield is 0.500. (4) The reactants are P12(SP3(SP(SP(S3)(S1)=S)(=S)S2)=S)=[S:2].[CH2:15]([O:17][C:18](=[O:44])[CH2:19][O:20][C:21]1[CH:26]=[C:25]([F:27])[CH:24]=[CH:23][C:22]=1[C:28](=O)[NH:29][CH2:30][C:31]1[S:32][C:33]2[C:39]([F:40])=[CH:38][C:37]([F:41])=[C:36]([F:42])[C:34]=2[N:35]=1)[CH3:16]. The catalyst is N1C=CC=CC=1.O.C(OCC)(=O)C. The product is [CH2:15]([O:17][C:18](=[O:44])[CH2:19][O:20][C:21]1[CH:26]=[C:25]([F:27])[CH:24]=[CH:23][C:22]=1[C:28](=[S:2])[NH:29][CH2:30][C:31]1[S:32][C:33]2[C:39]([F:40])=[CH:38][C:37]([F:41])=[C:36]([F:42])[C:34]=2[N:35]=1)[CH3:16]. The yield is 0.340. (5) The catalyst is CN(C=O)C. The product is [CH2:2]([O:9][C:10]1[CH:15]=[CH:14][C:13]([NH:16][C:17]2[C:26]3[C:21](=[CH:22][C:23]([F:28])=[C:24]([C:37]4[O:38][C:34]([CH:30]5[O:31][CH2:32][CH2:33][O:29]5)=[CH:35][CH:36]=4)[CH:25]=3)[N:20]=[CH:19][N:18]=2)=[CH:12][CH:11]=1)[C:3]1[CH:8]=[CH:7][CH:6]=[CH:5][CH:4]=1. The reactants are Cl.[CH2:2]([O:9][C:10]1[CH:15]=[CH:14][C:13]([NH:16][C:17]2[C:26]3[C:21](=[CH:22][C:23]([F:28])=[C:24](I)[CH:25]=3)[N:20]=[CH:19][N:18]=2)=[CH:12][CH:11]=1)[C:3]1[CH:8]=[CH:7][CH:6]=[CH:5][CH:4]=1.[O:29]1[CH2:33][CH2:32][O:31][CH:30]1[C:34]1[O:38][C:37]([Sn](CCCC)(CCCC)CCCC)=[CH:36][CH:35]=1.C(N(C(C)C)CC)(C)C. The yield is 0.590. (6) The reactants are Br[C:2]1[CH:3]=[C:4]([C:9]([O:12][CH3:13])=[CH:10][N:11]=1)[C:5]([O:7][CH3:8])=[O:6].C[Si]([N-:18][Si](C)(C)C)(C)C.[Li+].Cl.[OH-].[Na+]. The catalyst is C1(C)C=CC=CC=1.C1C=CC(/C=C/C(/C=C/C2C=CC=CC=2)=O)=CC=1.C1C=CC(/C=C/C(/C=C/C2C=CC=CC=2)=O)=CC=1.C1C=CC(/C=C/C(/C=C/C2C=CC=CC=2)=O)=CC=1.[Pd].[Pd].C1(P(C2CCCCC2)C2C=CC=CC=2C2C=CC=CC=2)CCCCC1.C(OCC)C. The product is [NH2:18][C:2]1[CH:3]=[C:4]([C:9]([O:12][CH3:13])=[CH:10][N:11]=1)[C:5]([O:7][CH3:8])=[O:6]. The yield is 0.540. (7) The reactants are [Br:1][C:2]1[CH:3]=[C:4]([C:15]([O:17]CC)=[O:16])[C:5]2[CH:6]=[CH:7][N:8]([CH:11]3[CH2:14][CH2:13][CH2:12]3)[C:9]=2[CH:10]=1.[OH-].[Na+]. The catalyst is CO.C1COCC1. The product is [Br:1][C:2]1[CH:3]=[C:4]([C:15]([OH:17])=[O:16])[C:5]2[CH:6]=[CH:7][N:8]([CH:11]3[CH2:12][CH2:13][CH2:14]3)[C:9]=2[CH:10]=1. The yield is 0.550. (8) The reactants are CC1(C)[O:7][C:6](=[O:8])[CH2:5][C:4](=O)O1.[Br:11][C:12]1[CH:19]=[CH:18][C:15](C=O)=[CH:14][CH:13]=1.Cl. The catalyst is C(O)(=O)C.O. The product is [Br:11][C:12]1[CH:19]=[CH:18][C:15]([CH2:4][CH2:5][C:6]([OH:7])=[O:8])=[CH:14][CH:13]=1. The yield is 0.670.